This data is from Catalyst prediction with 721,799 reactions and 888 catalyst types from USPTO. The task is: Predict which catalyst facilitates the given reaction. (1) Reactant: [CH2:1]([CH:3]([C:6]1[C:7]2[N:8]([CH:16]=[C:17]([CH3:19])[N:18]=2)[N:9]=[C:10]([C:12]([F:15])([F:14])[F:13])[CH:11]=1)[CH2:4][CH3:5])[CH3:2].C1C(=O)N([I:27])C(=O)C1. Product: [CH2:1]([CH:3]([C:6]1[C:7]2[N:8]([C:16]([I:27])=[C:17]([CH3:19])[N:18]=2)[N:9]=[C:10]([C:12]([F:13])([F:15])[F:14])[CH:11]=1)[CH2:4][CH3:5])[CH3:2]. The catalyst class is: 210. (2) Reactant: Br[C:2]1[S:3][CH:4]=[C:5]([Br:7])[N:6]=1.[NH:8]1[CH2:13][CH2:12][CH:11]([C:14]#[N:15])[CH2:10][CH2:9]1. Product: [Br:7][C:5]1[N:6]=[C:2]([N:8]2[CH2:13][CH2:12][CH:11]([C:14]#[N:15])[CH2:10][CH2:9]2)[S:3][CH:4]=1. The catalyst class is: 38.